From a dataset of Catalyst prediction with 721,799 reactions and 888 catalyst types from USPTO. Predict which catalyst facilitates the given reaction. (1) Reactant: [Cl:1][C:2]1[CH:3]=[CH:4][C:5]([S:8][C:9]2[O:13][C:12]([C:14]3[CH:19]=[CH:18][C:17]([F:20])=[CH:16][CH:15]=3)=[N:11][C:10]=2[CH2:21][OH:22])=[N:6][CH:7]=1.[NH:23]1[C:31]2[C:26](=[CH:27][C:28](O)=[CH:29][CH:30]=2)[CH:25]=[N:24]1.C1C=CC(P(C2C=CC=CC=2)C2C=CC=CC=2)=CC=1.CC(OC(/N=N/C(OC(C)C)=O)=O)C. Product: [Cl:1][C:2]1[CH:3]=[CH:4][C:5]([S:8][C:9]2[O:13][C:12]([C:14]3[CH:19]=[CH:18][C:17]([F:20])=[CH:16][CH:15]=3)=[N:11][C:10]=2[CH2:21][O:22][C:28]2[CH:27]=[C:26]3[C:31](=[CH:30][CH:29]=2)[NH:23][N:24]=[CH:25]3)=[N:6][CH:7]=1. The catalyst class is: 1. (2) Reactant: [F:1][C:2]([F:19])([F:18])[CH2:3][N:4]1[CH2:9][CH2:8][CH:7]([NH:10]C(=O)OC(C)(C)C)[CH2:6][CH2:5]1.[C:20]([OH:26])([C:22]([F:25])([F:24])[F:23])=[O:21]. Product: [F:23][C:22]([F:25])([F:24])[C:20]([OH:26])=[O:21].[F:19][C:2]([F:1])([F:18])[CH2:3][N:4]1[CH2:9][CH2:8][CH:7]([NH2:10])[CH2:6][CH2:5]1. The catalyst class is: 4. (3) Reactant: [Cl:1][C:2]1[CH:10]=[CH:9][C:5]([C:6]([OH:8])=O)=[C:4]([I:11])[CH:3]=1.CN(C(ON1N=NC2C=CC=CC1=2)=[N+](C)C)C.F[P-](F)(F)(F)(F)F.[NH:36]1[CH2:41][CH2:40][O:39][CH2:38][CH2:37]1.CCN(C(C)C)C(C)C. Product: [Cl:1][C:2]1[CH:10]=[CH:9][C:5]([C:6]([N:36]2[CH2:41][CH2:40][O:39][CH2:38][CH2:37]2)=[O:8])=[C:4]([I:11])[CH:3]=1. The catalyst class is: 3. (4) Reactant: [H-].[Na+].[OH:3][CH:4]([CH2:8][S:9][CH3:10])[C:5]([OH:7])=[O:6].I[CH3:12]. Product: [CH3:12][O:3][CH:4]([CH2:8][S:9][CH3:10])[C:5]([OH:7])=[O:6]. The catalyst class is: 3. (5) Reactant: C(O)(C(F)(F)F)=O.[CH3:8][O:9][C:10]1[CH:11]=[C:12]([NH:27][C:28]2[N:33]=[C:32]([O:34][C:35]3[C:44]4[C:39](=[CH:40][CH:41]=[CH:42][CH:43]=4)[C:38]([NH:45]C(=O)OC(C)(C)C)=[CH:37][CH:36]=3)[CH:31]=[CH:30][N:29]=2)[CH:13]=[C:14]([O:16][CH2:17][CH2:18][O:19][CH2:20][CH2:21][O:22][CH2:23][CH2:24][O:25][CH3:26])[CH:15]=1.O.C([O-])([O-])=O.[K+].[K+]. Product: [NH2:45][C:38]1[C:39]2[C:44](=[CH:43][CH:42]=[CH:41][CH:40]=2)[C:35]([O:34][C:32]2[CH:31]=[CH:30][N:29]=[C:28]([NH:27][C:12]3[CH:13]=[C:14]([O:16][CH2:17][CH2:18][O:19][CH2:20][CH2:21][O:22][CH2:23][CH2:24][O:25][CH3:26])[CH:15]=[C:10]([O:9][CH3:8])[CH:11]=3)[N:33]=2)=[CH:36][CH:37]=1. The catalyst class is: 2. (6) Reactant: Cl[C:2]1[C:7]([CH:8]2[CH2:10][CH2:9]2)=[CH:6][N:5]=[C:4]([C:11]([OH:13])=[O:12])[CH:3]=1.[F:14][C:15]([F:20])([F:19])[C@@H:16]([OH:18])[CH3:17].CC(C)([O-])C.[K+]. Product: [CH:8]1([C:7]2[C:2]([O:18][C@@H:16]([CH3:17])[C:15]([F:20])([F:19])[F:14])=[CH:3][C:4]([C:11]([OH:13])=[O:12])=[N:5][CH:6]=2)[CH2:10][CH2:9]1. The catalyst class is: 3. (7) Reactant: CO[C:3]1[CH:8]=[CH:7][C:6](B(O)O)=[CH:5][CH:4]=1.Cl[C:13]1[CH:18]=[CH:17][C:16](OC)=[CH:15][C:14]=1[N+]([O-])=O.C([O-])([O-])=O.[K+].[K+].CCCCCC.C(OCC)(=O)C. Product: [C:3]1([C:13]2[CH:18]=[CH:17][CH:16]=[CH:15][CH:14]=2)[CH:8]=[CH:7][CH:6]=[CH:5][CH:4]=1. The catalyst class is: 70. (8) Reactant: [CH:1]([O:4][C:5](=[O:22])[C:6]1[CH:11]=[CH:10][C:9]([CH2:12][C:13]([C:15]2[CH:20]=[CH:19][C:18]([F:21])=[CH:17][CH:16]=2)=[O:14])=[CH:8][CH:7]=1)([CH3:3])[CH3:2].[H-].[Na+].[CH2:25](Br)[CH:26]=[CH:27][C:28]1[CH:33]=[CH:32][CH:31]=[CH:30][CH:29]=1.C([O-])(=O)C.[NH4+]. Product: [CH:1]([O:4][C:5](=[O:22])[C:6]1[CH:11]=[CH:10][C:9]([CH:12]([C:13](=[O:14])[C:15]2[CH:16]=[CH:17][C:18]([F:21])=[CH:19][CH:20]=2)[CH2:25]/[CH:26]=[CH:27]/[C:28]2[CH:33]=[CH:32][CH:31]=[CH:30][CH:29]=2)=[CH:8][CH:7]=1)([CH3:3])[CH3:2]. The catalyst class is: 3.